Dataset: Reaction yield outcomes from USPTO patents with 853,638 reactions. Task: Predict the reaction yield, written as a fraction of the theoretical maximum amount of product (1.0 means a 100% yield; for example, 0.34 means a 34% yield). (1) The reactants are Cl.[O:2]=[C:3]1[CH:8]([N:9]2[C:17](=[O:18])[C:16]3[C:11](=[CH:12][CH:13]=[CH:14][C:15]=3[CH2:19][NH:20][CH3:21])[C:10]2=[O:22])[CH2:7][CH2:6][C:5](=[O:23])[NH:4]1.[CH3:24][C:25]1[CH:26]=[C:27]([N:32]=[C:33]=[O:34])[CH:28]=[CH:29][C:30]=1[CH3:31]. The catalyst is C(Cl)Cl. The product is [CH3:24][C:25]1[CH:26]=[C:27]([NH:32][C:33](=[O:34])[N:20]([CH2:19][C:15]2[CH:14]=[CH:13][CH:12]=[C:11]3[C:16]=2[C:17](=[O:18])[N:9]([CH:8]2[CH2:7][CH2:6][C:5](=[O:23])[NH:4][C:3]2=[O:2])[C:10]3=[O:22])[CH3:21])[CH:28]=[CH:29][C:30]=1[CH3:31]. The yield is 0.590. (2) The reactants are [Br:1][C:2]1[CH:7]=[CH:6][C:5]([S:8]([N:11]([CH3:13])[CH3:12])(=[O:10])=[O:9])=C(C#N)[CH:3]=1.[OH-:16].[Na+].[O:18]1[CH2:23][CH2:22]OCC1. No catalyst specified. The product is [Br:1][C:2]1[CH:7]=[CH:6][C:5]([S:8](=[O:10])(=[O:9])[N:11]([CH3:13])[CH3:12])=[C:22]([CH:3]=1)[C:23]([OH:18])=[O:16]. The yield is 0.340. (3) The reactants are C(Cl)(=O)C(Cl)=[O:3].CS(C)=O.[CH3:11][O:12][C:13]1[CH:14]=[C:15]([CH:21](O)[CH2:22][CH3:23])[CH:16]=[CH:17][C:18]=1[O:19][CH3:20].C(N(CC)CC)C. The product is [CH3:11][O:12][C:13]1[CH:14]=[C:15]([CH:16]=[CH:17][C:18]=1[O:19][CH3:20])[CH2:21][CH2:22][CH:23]=[O:3]. The catalyst is ClCCl. The yield is 0.707. (4) The reactants are [N:1]([CH2:4][C:5]1[CH:14]=[C:13]2[C:8]([CH:9]=[C:10]([C:19]([O:21][CH2:22][CH3:23])=[O:20])[CH:11]([C:15]([F:18])([F:17])[F:16])[O:12]2)=[CH:7][C:6]=1[Cl:24])=[N+]=[N-]. The catalyst is CCO.[Pd]. The product is [NH2:1][CH2:4][C:5]1[CH:14]=[C:13]2[C:8]([CH:9]=[C:10]([C:19]([O:21][CH2:22][CH3:23])=[O:20])[CH:11]([C:15]([F:17])([F:18])[F:16])[O:12]2)=[CH:7][C:6]=1[Cl:24]. The yield is 1.00. (5) The catalyst is C(Cl)Cl.Cl. The yield is 0.806. The product is [CH3:1][O:2][C:3](=[O:13])[C:4]1[CH:9]=[C:8]([Cl:17])[C:7]([O:10][CH3:11])=[CH:6][C:5]=1[OH:12]. The reactants are [CH3:1][O:2][C:3](=[O:13])[C:4]1[CH:9]=[CH:8][C:7]([O:10][CH3:11])=[CH:6][C:5]=1[OH:12].S(Cl)([Cl:17])(=O)=O.CO. (6) The reactants are [I-].[CH3:2][P+](C1C=CC=CC=1)(C1C=CC=CC=1)C1C=CC=CC=1.CC(C)([O-])C.[K+].[C:28]([C:32]1[CH:33]=[C:34]([CH:61]=[C:62]([C:64]([CH3:67])([CH3:66])[CH3:65])[CH:63]=1)[CH:35]=[CH:36][C:37]1[CH:38]=[C:39]([CH:42]=[C:43]([CH:45]=[CH:46][C:47]2[CH:52]=[C:51]([C:53]([CH3:56])([CH3:55])[CH3:54])[CH:50]=[C:49]([C:57]([CH3:60])([CH3:59])[CH3:58])[CH:48]=2)[CH:44]=1)[CH:40]=O)([CH3:31])([CH3:30])[CH3:29]. The catalyst is O1CCCC1. The product is [C:28]([C:32]1[CH:33]=[C:34]([CH:61]=[C:62]([C:64]([CH3:67])([CH3:66])[CH3:65])[CH:63]=1)[CH:35]=[CH:36][C:37]1[CH:38]=[C:39]([CH:42]=[C:43]([CH:45]=[CH:46][C:47]2[CH:52]=[C:51]([C:53]([CH3:56])([CH3:55])[CH3:54])[CH:50]=[C:49]([C:57]([CH3:60])([CH3:59])[CH3:58])[CH:48]=2)[CH:44]=1)[CH:40]=[CH2:2])([CH3:31])([CH3:30])[CH3:29]. The yield is 0.950. (7) The reactants are C[O-].[Na+].[Na].[CH2:5]([O:12][C:13]1[CH:20]=[CH:19][C:16]([CH:17]=O)=[CH:15][C:14]=1[N+:21]([O-:23])=[O:22])[C:6]1[CH:11]=[CH:10][CH:9]=[CH:8][CH:7]=1.[N:24]([CH2:27][C:28]([O:30][CH3:31])=[O:29])=[N+:25]=[N-:26]. The catalyst is CO.O. The product is [N:24](/[C:27](=[CH:17]\[C:16]1[CH:19]=[CH:20][C:13]([O:12][CH2:5][C:6]2[CH:11]=[CH:10][CH:9]=[CH:8][CH:7]=2)=[C:14]([N+:21]([O-:23])=[O:22])[CH:15]=1)/[C:28]([O:30][CH3:31])=[O:29])=[N+:25]=[N-:26]. The yield is 0.590.